Dataset: Forward reaction prediction with 1.9M reactions from USPTO patents (1976-2016). Task: Predict the product of the given reaction. (1) Given the reactants Br.[CH2:2]([C@@H:4]1[NH:9][C@@H:8]([C:10]2[CH:15]=[CH:14][CH:13]=[CH:12][CH:11]=2)[C@@H:7]([N+:16]([O-])=O)[CH2:6][CH2:5]1)[CH3:3], predict the reaction product. The product is: [CH2:2]([CH:4]1[NH:9][CH:8]([C:10]2[CH:15]=[CH:14][CH:13]=[CH:12][CH:11]=2)[CH:7]([NH2:16])[CH2:6][CH2:5]1)[CH3:3]. (2) Given the reactants [CH3:1][O:2][C:3](=[O:17])[C:4]1[CH:9]=[C:8]([S:10]([CH2:13][CH2:14][CH3:15])(=[O:12])=[O:11])[N:7]=[C:6](Cl)[CH:5]=1.C1(P(C2C=CC=CC=2)C2C=CC3C(=CC=CC=3)C=2C2C3C(=CC=CC=3)C=CC=2P(C2C=CC=CC=2)C2C=CC=CC=2)C=CC=CC=1.C(=O)([O-])[O-].[Cs+].[Cs+].[C@@H:70]([NH2:74])([CH2:72][CH3:73])[CH3:71], predict the reaction product. The product is: [CH3:1][O:2][C:3](=[O:17])[C:4]1[CH:9]=[C:8]([S:10]([CH2:13][CH2:14][CH3:15])(=[O:12])=[O:11])[N:7]=[C:6]([NH:74][C@H:70]([CH2:72][CH3:73])[CH3:71])[CH:5]=1. (3) Given the reactants [CH2:1]([CH:8]([C:14](=O)[CH3:15])[C:9]([O:11]CC)=O)[C:2]1[CH:7]=[CH:6][CH:5]=[CH:4][CH:3]=1.[NH2:17][C:18]1[C:22]([C:23]([O:25][CH2:26][CH3:27])=[O:24])=[CH:21][NH:20][N:19]=1, predict the reaction product. The product is: [CH2:1]([C:8]1[C:14]([CH3:15])=[N:17][C:18]2[N:19]([N:20]=[CH:21][C:22]=2[C:23]([O:25][CH2:26][CH3:27])=[O:24])[C:9]=1[OH:11])[C:2]1[CH:3]=[CH:4][CH:5]=[CH:6][CH:7]=1. (4) Given the reactants OC1C(=O)NC=C(CCC2C=CC=CC=2C)C=1.C[O:19][C:20]1[C:25]([O:26]C)=[CH:24][C:23]([C:28]#[C:29][C:30]2[CH:35]=[CH:34][CH:33]=[C:32]([CH3:36])[CH:31]=2)=[CH:22][N:21]=1, predict the reaction product. The product is: [OH:26][C:25]1[C:20](=[O:19])[NH:21][CH:22]=[C:23]([CH2:28][CH2:29][C:30]2[CH:35]=[CH:34][CH:33]=[C:32]([CH3:36])[CH:31]=2)[CH:24]=1. (5) Given the reactants [CH3:1][O:2][C:3](=[O:11])[C:4]1[CH:9]=[CH:8][C:7](I)=[CH:6][CH:5]=1.C(=O)([O-])[O-].[Na+].[Na+].[CH3:18][S:19][C:20]1[CH:25]=[CH:24][CH:23]=[CH:22][C:21]=1B(O)O, predict the reaction product. The product is: [CH3:1][O:2][C:3]([C:4]1[CH:9]=[CH:8][C:7]([C:21]2[CH:22]=[CH:23][CH:24]=[CH:25][C:20]=2[S:19][CH3:18])=[CH:6][CH:5]=1)=[O:11]. (6) Given the reactants [Cl:1][C:2]1[C:10]2[C:6](=[N:7][O:8][N:9]=2)[CH:5]=[CH:4][CH:3]=1.[Br:11]Br.[O-]S([O-])=O.[Na+].[Na+], predict the reaction product. The product is: [Br:11][C:5]1[C:6]2[C:10](=[N:9][O:8][N:7]=2)[C:2]([Cl:1])=[CH:3][CH:4]=1. (7) Given the reactants [CH:1]1([NH:4][CH2:5][C@H:6]2[CH2:11][N:10]([S:12]([C:15]3[S:16][CH:17]=[CH:18][CH:19]=3)(=[O:14])=[O:13])[CH2:9][CH2:8][N:7]2[C:20]2[CH:25]=[CH:24][C:23]([C:26]([OH:32])([CH3:31])[C:27]([F:30])([F:29])[F:28])=[CH:22][CH:21]=2)[CH2:3][CH2:2]1.[CH3:33][S:34](Cl)(=[O:36])=[O:35].CCN(C(C)C)C(C)C, predict the reaction product. The product is: [CH:1]1([N:4]([CH2:5][C@H:6]2[CH2:11][N:10]([S:12]([C:15]3[S:16][CH:17]=[CH:18][CH:19]=3)(=[O:14])=[O:13])[CH2:9][CH2:8][N:7]2[C:20]2[CH:25]=[CH:24][C:23]([C:26]([OH:32])([CH3:31])[C:27]([F:30])([F:29])[F:28])=[CH:22][CH:21]=2)[S:34]([CH3:33])(=[O:36])=[O:35])[CH2:2][CH2:3]1.